Dataset: Reaction yield outcomes from USPTO patents with 853,638 reactions. Task: Predict the reaction yield, written as a fraction of the theoretical maximum amount of product (1.0 means a 100% yield; for example, 0.34 means a 34% yield). (1) The reactants are [C:1](=[O:12])([S:9][CH2:10][CH3:11])[O:2][O:3][CH:4](Cl)[CH:5]([CH3:7])[CH3:6].[C:13]([OH:19])(=[O:18])[C:14]([CH3:17])([CH3:16])[CH3:15].C(N(CC)C(C)C)(C)C.O. The catalyst is CCOCC. The product is [C:1](=[O:12])([S:9][CH2:10][CH3:11])[O:2][O:3][CH:4]([O:19][C:13](=[O:18])[C:14]([CH3:17])([CH3:16])[CH3:15])[CH:5]([CH3:7])[CH3:6]. The yield is 1.00. (2) The yield is 0.350. The product is [CH3:24][C:23]1[CH:25]=[CH:26][C:20]([S:17]([O:7][CH2:6][C:1]2([CH2:8][OH:9])[CH2:5][CH:4]=[CH:3][CH2:2]2)(=[O:19])=[O:18])=[CH:21][CH:22]=1. The reactants are [C:1]1([CH2:8][OH:9])([CH2:6][OH:7])[CH2:5][CH:4]=[CH:3][CH2:2]1.C(N(CC)CC)C.[S:17](Cl)([C:20]1[CH:26]=[CH:25][C:23]([CH3:24])=[CH:22][CH:21]=1)(=[O:19])=[O:18]. The catalyst is CN(C)C1C=CN=CC=1.ClCCl. (3) The reactants are [Cl:1][C:2]1[N:7]=[CH:6][C:5]([C:8](=[N:10][OH:11])[NH2:9])=[CH:4][CH:3]=1.[CH3:12][C:13]([CH3:18])([CH3:17])[C:14](Cl)=O. The catalyst is C1(C)C=CC=CC=1.CC(O)=O. The product is [C:13]([C:18]1[O:11][N:10]=[C:8]([C:5]2[CH:4]=[CH:3][C:2]([Cl:1])=[N:7][CH:6]=2)[N:9]=1)([CH3:17])([CH3:14])[CH3:12]. The yield is 0.210. (4) The reactants are [O:1]=[C:2]1[C:10](=[C:11]([C:14]#[N:15])[C:12]#[N:13])[C:9]2[C:4](=[CH:5][CH:6]=[C:7]([S:16]([N:19]3[CH2:23][CH2:22][CH2:21][CH:20]3[CH2:24][O:25][C:26]3[CH:31]=[CH:30][CH:29]=[CH:28][CH:27]=3)(=[O:18])=[O:17])[CH:8]=2)[NH:3]1.[Br:32][C:33]1[CH:66]=[CH:65][C:36]([CH2:37]N2C3C(=CC(S(N4CCCC4COC4C=CC=CC=4)(=O)=O)=CC=3)C(=O)C2=O)=[CH:35][CH:34]=1. No catalyst specified. The product is [Br:32][C:33]1[CH:66]=[CH:65][C:36]([CH2:37][N:3]2[C:4]3[C:9](=[CH:8][C:7]([S:16]([N:19]4[CH2:23][CH2:22][CH2:21][CH:20]4[CH2:24][O:25][C:26]4[CH:27]=[CH:28][CH:29]=[CH:30][CH:31]=4)(=[O:17])=[O:18])=[CH:6][CH:5]=3)[C:10](=[C:11]([C:12]#[N:13])[C:14]#[N:15])[C:2]2=[O:1])=[CH:35][CH:34]=1. The yield is 0.860. (5) The reactants are [Cl:1][C:2]1[N:10]=[C:9]([Cl:11])[CH:8]=[CH:7][C:3]=1[C:4]([OH:6])=[O:5].[C:12](OC(O[C:12]([CH3:15])([CH3:14])[CH3:13])N(C)C)([CH3:15])([CH3:14])[CH3:13]. The product is [Cl:1][C:2]1[N:10]=[C:9]([Cl:11])[CH:8]=[CH:7][C:3]=1[C:4]([O:6][C:12]([CH3:15])([CH3:14])[CH3:13])=[O:5]. The yield is 0.880. The catalyst is C1(C)C=CC=CC=1. (6) The reactants are [NH2:1][C:2]1[C:11]2[C:6](=[C:7](Br)[CH:8]=[CH:9][CH:10]=2)[N:5]=[N:4][C:3]=1[C:13]([NH:15][CH2:16][CH2:17][CH3:18])=[O:14].CC1(C)C(C)(C)OB([C:27]2[CH:28]=[N:29][NH:30][CH:31]=2)O1. No catalyst specified. The product is [NH2:1][C:2]1[C:11]2[C:6](=[C:7]([C:27]3[CH:28]=[N:29][NH:30][CH:31]=3)[CH:8]=[CH:9][CH:10]=2)[N:5]=[N:4][C:3]=1[C:13]([NH:15][CH2:16][CH2:17][CH3:18])=[O:14]. The yield is 0.250. (7) The reactants are [Cl:1][C:2]1[C:6]([NH2:7])=[CH:5][N:4]([C:8]2[CH:9]=[N:10][CH:11]=[CH:12][CH:13]=2)[N:3]=1.C(OCC)(=O)C.C(=O)(O)[O-].[Na+].[Cl:25][CH2:26][CH2:27][C:28](Cl)=[O:29]. The catalyst is O. The product is [Cl:25][CH2:26][CH2:27][C:28]([NH:7][C:6]1[C:2]([Cl:1])=[N:3][N:4]([C:8]2[CH:9]=[N:10][CH:11]=[CH:12][CH:13]=2)[CH:5]=1)=[O:29]. The yield is 0.960.